This data is from Full USPTO retrosynthesis dataset with 1.9M reactions from patents (1976-2016). The task is: Predict the reactants needed to synthesize the given product. (1) Given the product [CH3:1][O:2][C:3]1[CH:4]=[C:5]2[C:9](=[CH:10][CH:11]=1)[NH:8][CH:7]=[C:6]2[CH:12]1[CH2:17][CH2:16][N:15]([CH:23]2[CH2:22][CH2:21][C:20]([N:19]([CH3:32])[CH3:18])([C:26]3[CH:31]=[CH:30][CH:29]=[CH:28][CH:27]=3)[CH2:25][CH2:24]2)[CH2:14][CH2:13]1, predict the reactants needed to synthesize it. The reactants are: [CH3:1][O:2][C:3]1[CH:4]=[C:5]2[C:9](=[CH:10][CH:11]=1)[NH:8][CH:7]=[C:6]2[CH:12]1[CH2:17][CH2:16][NH:15][CH2:14][CH2:13]1.[CH3:18][N:19]([CH3:32])[C:20]1([C:26]2[CH:31]=[CH:30][CH:29]=[CH:28][CH:27]=2)[CH2:25][CH2:24][CH2:23][CH2:22][CH2:21]1.C(O)(=O)C. (2) Given the product [C:13]1([C:20]2[CH:25]=[CH:24][CH:23]=[CH:22][CH:21]=2)[CH:14]=[CH:15][CH:16]=[CH:17][C:12]=1[NH:11][C:10](=[O:19])[O:9][CH:3]1[CH:4]2[CH2:7][CH2:8][N:1]([CH2:6][CH2:5]2)[CH2:2]1, predict the reactants needed to synthesize it. The reactants are: [N:1]12[CH2:8][CH2:7][CH:4]([CH2:5][CH2:6]1)[CH:3]([O:9][C:10](=[O:19])[NH:11][C:12]1[CH:17]=[CH:16][CH:15]=[CH:14][C:13]=1Br)[CH2:2]2.[C:20]1(B(O)O)[CH:25]=[CH:24][CH:23]=[CH:22][CH:21]=1. (3) Given the product [Br:1][C:2]1[CH:3]=[C:4]2[C:9](=[CH:10][CH:11]=1)[N:8]=[C:7]([CH2:12][NH:13][C:21](=[O:23])[CH3:22])[CH:6]=[CH:5]2, predict the reactants needed to synthesize it. The reactants are: [Br:1][C:2]1[CH:3]=[C:4]2[C:9](=[CH:10][CH:11]=1)[N:8]=[C:7]([CH2:12][NH2:13])[CH:6]=[CH:5]2.CCN(CC)CC.[C:21](Cl)(=[O:23])[CH3:22]. (4) Given the product [CH3:14][O:13][CH2:12][O:11][C:7]1[CH:8]=[CH:9][CH:10]=[C:5]([O:4][CH2:3][O:2][CH3:1])[C:6]=1[C:20](=[O:23])[CH2:21][CH3:22], predict the reactants needed to synthesize it. The reactants are: [CH3:1][O:2][CH2:3][O:4][C:5]1[CH:10]=[CH:9][CH:8]=[C:7]([O:11][CH2:12][O:13][CH3:14])[CH:6]=1.[Li]CCCC.[C:20](O[C:20](=[O:23])[CH2:21][CH3:22])(=[O:23])[CH2:21][CH3:22]. (5) Given the product [Cl:1][C:2]1[CH:7]=[CH:6][CH:5]=[CH:4][C:3]=1[N:8]1[C:12]([CH2:13][N:14]([CH3:39])[C:15]2[CH:16]=[CH:17][C:18]([C:21]3[CH:26]=[CH:25][CH:24]=[C:23]([S:27]([CH3:30])(=[O:28])=[O:29])[CH:22]=3)=[CH:19][CH:20]=2)=[CH:11][C:10]([C:31]([F:34])([F:32])[F:33])=[N:9]1, predict the reactants needed to synthesize it. The reactants are: [Cl:1][C:2]1[CH:7]=[CH:6][CH:5]=[CH:4][C:3]=1[N:8]1[C:12]([CH2:13][NH:14][C:15]2[CH:20]=[CH:19][C:18]([C:21]3[CH:26]=[CH:25][CH:24]=[C:23]([S:27]([CH3:30])(=[O:29])=[O:28])[CH:22]=3)=[CH:17][CH:16]=2)=[CH:11][C:10]([C:31]([F:34])([F:33])[F:32])=[N:9]1.CO.C=O.[C:39]([BH3-])#N.[Na+]. (6) Given the product [Cl:1][C:2]1[CH:3]=[C:4]2[C:9](=[CH:10][CH:11]=1)[N:8]=[C:7]([NH:12][C:13]([N:32]1[CH2:31][CH2:30][N:29]([C:26]3[CH:25]=[CH:24][C:23]([C:20](=[O:22])[CH3:21])=[CH:28][CH:27]=3)[CH2:34][CH2:33]1)=[O:17])[C:6]([O:18][CH3:19])=[N:5]2, predict the reactants needed to synthesize it. The reactants are: [Cl:1][C:2]1[CH:3]=[C:4]2[C:9](=[CH:10][CH:11]=1)[N:8]=[C:7]([NH:12][C:13](=[O:17])OCC)[C:6]([O:18][CH3:19])=[N:5]2.[C:20]([C:23]1[CH:28]=[CH:27][C:26]([N:29]2[CH2:34][CH2:33][NH:32][CH2:31][CH2:30]2)=[CH:25][CH:24]=1)(=[O:22])[CH3:21]. (7) Given the product [NH2:1][C:2]1[C:11]2[CH:10]=[CH:9][CH:8]=[C:7]([C:34]3[C:29]([Cl:28])=[N:30][C:31]([CH3:38])=[CH:32][CH:33]=3)[C:6]=2[N:5]=[C:4]2[CH2:13][N:14]([CH2:17][C:18]3[CH:23]=[CH:22][C:21]([O:24][CH3:25])=[C:20]([O:26][CH3:27])[CH:19]=3)[C:15](=[O:16])[C:3]=12, predict the reactants needed to synthesize it. The reactants are: [NH2:1][C:2]1[C:11]2[CH:10]=[CH:9][CH:8]=[C:7](Br)[C:6]=2[N:5]=[C:4]2[CH2:13][N:14]([CH2:17][C:18]3[CH:23]=[CH:22][C:21]([O:24][CH3:25])=[C:20]([O:26][CH3:27])[CH:19]=3)[C:15](=[O:16])[C:3]=12.[Cl:28][C:29]1[C:34](B(O)O)=[CH:33][CH:32]=[C:31]([CH3:38])[N:30]=1. (8) Given the product [C:34]([O:33][C@@H:27]([C:18]1[C:17]([CH3:38])=[CH:16][C:14]2[N:15]=[C:11]([C:7]3[CH:6]=[C:5]4[C:10]([C:2]([C:44]5[CH2:45][CH2:46][N:41]([CH3:40])[CH2:42][CH:43]=5)=[N:3][N:4]4[CH3:39])=[CH:9][CH:8]=3)[S:12][C:13]=2[C:19]=1[C:20]1[CH:25]=[CH:24][C:23]([Cl:26])=[CH:22][CH:21]=1)[C:28]([O:30][CH2:31][CH3:32])=[O:29])([CH3:37])([CH3:36])[CH3:35], predict the reactants needed to synthesize it. The reactants are: Br[C:2]1[C:10]2[C:5](=[CH:6][C:7]([C:11]3[S:12][C:13]4[C:19]([C:20]5[CH:25]=[CH:24][C:23]([Cl:26])=[CH:22][CH:21]=5)=[C:18]([C@H:27]([O:33][C:34]([CH3:37])([CH3:36])[CH3:35])[C:28]([O:30][CH2:31][CH3:32])=[O:29])[C:17]([CH3:38])=[CH:16][C:14]=4[N:15]=3)=[CH:8][CH:9]=2)[N:4]([CH3:39])[N:3]=1.[CH3:40][N:41]1[CH2:46][CH:45]=[C:44](B2OC(C)(C)C(C)(C)O2)[CH2:43][CH2:42]1.C([O-])([O-])=O.[K+].[K+]. (9) Given the product [Cl:1][C:2]1[CH:21]=[CH:20][C:5]([O:6][CH:7]2[C:11](=[O:12])[CH2:10][N:9]([C:13]([O:15][C:16]([CH3:18])([CH3:19])[CH3:17])=[O:14])[CH2:8]2)=[CH:4][C:3]=1[F:22], predict the reactants needed to synthesize it. The reactants are: [Cl:1][C:2]1[CH:21]=[CH:20][C:5]([O:6][C@H:7]2[C@H:11]([OH:12])[CH2:10][N:9]([C:13]([O:15][C:16]([CH3:19])([CH3:18])[CH3:17])=[O:14])[CH2:8]2)=[CH:4][C:3]=1[F:22].I(C1C=CC=CC=1C(O)=O)(=O)=O.